From a dataset of Peptide-MHC class I binding affinity with 185,985 pairs from IEDB/IMGT. Regression. Given a peptide amino acid sequence and an MHC pseudo amino acid sequence, predict their binding affinity value. This is MHC class I binding data. (1) The peptide sequence is MLRLFDFNK. The MHC is HLA-A33:01 with pseudo-sequence HLA-A33:01. The binding affinity (normalized) is 0.421. (2) The peptide sequence is ISTPPLVRLV. The MHC is Mamu-A01 with pseudo-sequence Mamu-A01. The binding affinity (normalized) is 0.623.